Dataset: Forward reaction prediction with 1.9M reactions from USPTO patents (1976-2016). Task: Predict the product of the given reaction. Given the reactants Cl[CH2:2][CH2:3][O:4][C:5]1[C:13]2[C:8](=[N:9][CH:10]=[N:11][C:12]=2[NH:14][C:15]2[CH:20]=[CH:19][C:18]([O:21][CH2:22][C:23]3[CH:28]=[CH:27][CH:26]=[CH:25][N:24]=3)=[C:17]([Cl:29])[CH:16]=2)[NH:7][N:6]=1.[CH2:30]([N:32]1[CH2:37][CH2:36][NH:35][CH2:34][CH2:33]1)[CH3:31], predict the reaction product. The product is: [Cl:29][C:17]1[CH:16]=[C:15]([NH:14][C:12]2[N:11]=[CH:10][N:9]=[C:8]3[NH:7][N:6]=[C:5]([O:4][CH2:3][CH2:2][N:35]4[CH2:36][CH2:37][N:32]([CH2:30][CH3:31])[CH2:33][CH2:34]4)[C:13]=23)[CH:20]=[CH:19][C:18]=1[O:21][CH2:22][C:23]1[CH:28]=[CH:27][CH:26]=[CH:25][N:24]=1.